Dataset: Forward reaction prediction with 1.9M reactions from USPTO patents (1976-2016). Task: Predict the product of the given reaction. (1) Given the reactants C[O:2][C:3](=[O:35])[CH2:4][C@@H:5]([NH:12][C:13]([C:15]1[N:16]=[C:17]([C:33]#[N:34])[C:18]2[C:23]([C:24]=1[OH:25])=[CH:22][CH:21]=[C:20]([O:26][C:27]1[CH:32]=[CH:31][CH:30]=[CH:29][CH:28]=1)[CH:19]=2)=[O:14])[C:6]1[CH:7]=[N:8][CH:9]=[CH:10][CH:11]=1.O1CCCC1.[OH-].[Na+], predict the reaction product. The product is: [C:33]([C:17]1[C:18]2[C:23](=[CH:22][CH:21]=[C:20]([O:26][C:27]3[CH:28]=[CH:29][CH:30]=[CH:31][CH:32]=3)[CH:19]=2)[C:24]([OH:25])=[C:15]([C:13]([NH:12][C@@H:5]([C:6]2[CH:7]=[N:8][CH:9]=[CH:10][CH:11]=2)[CH2:4][C:3]([OH:35])=[O:2])=[O:14])[N:16]=1)#[N:34]. (2) The product is: [OH:7][CH:1]1[CH2:6][CH2:5][CH2:4][CH2:3][CH:2]1[N:8]([CH2:12][CH2:13][OH:14])[CH2:9][CH2:10][OH:11]. Given the reactants [CH:1]12[O:7][CH:2]1[CH2:3][CH2:4][CH2:5][CH2:6]2.[NH:8]([CH2:12][CH2:13][OH:14])[CH2:9][CH2:10][OH:11], predict the reaction product. (3) Given the reactants [C:1]([C:3]1[CH:48]=[CH:47][C:6]([CH2:7][N:8]([CH2:21][C:22]2[CH:46]=[CH:45][C:25]([O:26][C:27]3[CH:28]=[C:29]([CH:33]=[C:34]([O:36][CH2:37][CH2:38][C:39]4[CH:40]=[N:41][CH:42]=[CH:43][CH:44]=4)[CH:35]=3)[C:30]([OH:32])=O)=[CH:24][CH:23]=2)[C:9]2[CH:14]=[CH:13][CH:12]=[C:11]([NH:15][S:16]([CH3:19])(=[O:18])=[O:17])[C:10]=2[CH3:20])=[CH:5][CH:4]=1)#N.CC[N:51]=C=NCCCN(C)C.Cl.C1C=CC2N(O)N=NC=2C=1.[NH3:71], predict the reaction product. The product is: [C:1]([C:3]1[CH:4]=[CH:5][C:6]([CH2:7][N:8]([CH2:21][C:22]2[CH:46]=[CH:45][C:25]([O:26][C:27]3[CH:28]=[C:29]([CH:33]=[C:34]([O:36][CH2:37][CH2:38][C:39]4[CH:40]=[N:41][CH:42]=[CH:43][CH:44]=4)[CH:35]=3)[C:30]([NH2:51])=[O:32])=[CH:24][CH:23]=2)[C:9]2[CH:14]=[CH:13][CH:12]=[C:11]([NH:15][S:16]([CH3:19])(=[O:18])=[O:17])[C:10]=2[CH3:20])=[CH:47][CH:48]=1)#[N:71]. (4) The product is: [O:30]1[CH2:31][CH2:32][N:33]([C:36]2[CH:37]=[CH:38][C:39]([NH:40][C:2]3[C:3]4[NH:20][N:19]=[CH:18][C:4]=4[N:5]=[C:6]([C:8]4[CH:9]=[C:10]([CH:15]=[CH:16][CH:17]=4)[C:11]([OH:13])=[O:12])[N:7]=3)=[CH:41][CH:42]=2)[CH2:34][CH2:35]1. Given the reactants Cl[C:2]1[C:3]2[C:4](=[CH:18][N:19](CC3C=CC(OC)=CC=3)[N:20]=2)[N:5]=[C:6]([C:8]2[CH:9]=[C:10]([CH:15]=[CH:16][CH:17]=2)[C:11]([O:13]C)=[O:12])[N:7]=1.[O:30]1[CH2:35][CH2:34][N:33]([C:36]2[CH:42]=[CH:41][C:39]([NH2:40])=[CH:38][CH:37]=2)[CH2:32][CH2:31]1.Cl, predict the reaction product. (5) Given the reactants [CH2:1]([N:3]1[CH2:7][CH2:6][CH2:5][CH:4]1[CH2:8][O:9][C:10]1[CH:11]=[C:12]2[C:17](=[CH:18][CH:19]=1)[CH:16]=[C:15]([C:20]1[C:28]3[C:23](=[CH:24][CH:25]=[C:26]([C:29]#[N:30])[CH:27]=3)[N:22](C3CCCCO3)[N:21]=1)[CH:14]=[CH:13]2)[CH3:2].[OH-].[K+].F[P-](F)(F)(F)(F)F.N1([O:55]C(N(C)C)=[N+](C)C)C2C=CC=CC=2N=N1.O.ON1C2C=CC=CC=2N=N1.C(N(CC)CC)C.[C:81](N)([CH3:84])([CH3:83])[CH3:82], predict the reaction product. The product is: [C:81]([NH:30][C:29]([C:26]1[CH:27]=[C:28]2[C:23](=[CH:24][CH:25]=1)[NH:22][N:21]=[C:20]2[C:15]1[CH:14]=[CH:13][C:12]2[C:17](=[CH:18][CH:19]=[C:10]([O:9][CH2:8][CH:4]3[CH2:5][CH2:6][CH2:7][N:3]3[CH2:1][CH3:2])[CH:11]=2)[CH:16]=1)=[O:55])([CH3:84])([CH3:83])[CH3:82]. (6) Given the reactants C[O:2][C:3]([C:5]1[N:10]=[C:9]([C:11]2[CH:16]=[CH:15][C:14]([Cl:17])=[CH:13][CH:12]=2)[C:8]([O:18][CH2:19][C:20]([F:23])([F:22])[F:21])=[CH:7][N:6]=1)=[O:4].[Li+].[OH-].Cl, predict the reaction product. The product is: [Cl:17][C:14]1[CH:15]=[CH:16][C:11]([C:9]2[C:8]([O:18][CH2:19][C:20]([F:23])([F:22])[F:21])=[CH:7][N:6]=[C:5]([C:3]([OH:4])=[O:2])[N:10]=2)=[CH:12][CH:13]=1. (7) Given the reactants [Cl:1][C:2]1[CH:9]=[CH:8][CH:7]=[C:6]([Cl:10])[C:3]=1[CH:4]=O.[CH3:11][C:12]([CH3:14])=[O:13].[OH-].[Na+], predict the reaction product. The product is: [Cl:1][C:2]1[CH:9]=[CH:8][CH:7]=[C:6]([Cl:10])[C:3]=1/[CH:4]=[CH:11]/[C:12](=[O:13])[CH3:14]. (8) Given the reactants C1(CO[C:6]2[N:11]=[C:10]([C:12]([OH:14])=O)[CH:9]=[CH:8][C:7]=2[N:15]2[CH2:18][C:17]([F:20])([F:19])[CH2:16]2)CC1.C[C:22]1([CH2:26]N)[CH2:25][O:24][CH2:23]1.CN(C(ON1N=NC2C=CC=CC1=2)=[N+](C)C)C.[B-](F)(F)(F)F.CC[N:52]([CH:56]([CH3:58])[CH3:57])[CH:53]([CH3:55])[CH3:54], predict the reaction product. The product is: [CH:53]([N:52]([CH:56]([CH3:58])[CH3:57])[C:12]([C:10]1[C:9]([O:24][CH2:25][CH:22]2[CH2:23][CH2:26]2)=[CH:8][C:7]([N:15]2[CH2:16][C:17]([F:19])([F:20])[CH2:18]2)=[CH:6][N:11]=1)=[O:14])([CH3:55])[CH3:54]. (9) Given the reactants Br[C:2]1[N:7]=[CH:6][C:5]([CH:8]([OH:13])[C:9]([F:12])([F:11])[F:10])=[CH:4][CH:3]=1.[CH3:14][N:15]1[CH:19]=[C:18](B2OC(C)(C)C(C)(C)O2)[CH:17]=[N:16]1.C(=O)([O-])[O-].[Cs+].[Cs+].C1(P(C2CCCCC2)C2CCCCC2)CCCCC1, predict the reaction product. The product is: [F:10][C:9]([F:12])([F:11])[CH:8]([C:5]1[CH:6]=[N:7][C:2]([C:18]2[CH:17]=[N:16][N:15]([CH3:14])[CH:19]=2)=[CH:3][CH:4]=1)[OH:13].